Dataset: Catalyst prediction with 721,799 reactions and 888 catalyst types from USPTO. Task: Predict which catalyst facilitates the given reaction. Reactant: [C:1]1([S:7]([N:10]2[C:14]3=[N:15][CH:16]=[C:17]([F:19])[CH:18]=[C:13]3[CH:12]=[C:11]2[C:20]([C:28]2[CH:33]=[CH:32][C:31]([S:34][CH3:35])=[CH:30][CH:29]=2)([OH:27])[CH2:21][CH:22]2[CH2:26][CH2:25][CH2:24][CH2:23]2)(=[O:9])=[O:8])[CH:6]=[CH:5][CH:4]=[CH:3][CH:2]=1.I([O-])(=O)(=O)=[O:37].[Na+]. Product: [C:1]1([S:7]([N:10]2[C:14]3=[N:15][CH:16]=[C:17]([F:19])[CH:18]=[C:13]3[CH:12]=[C:11]2[C:20]([C:28]2[CH:29]=[CH:30][C:31]([S:34]([CH3:35])=[O:37])=[CH:32][CH:33]=2)([OH:27])[CH2:21][CH:22]2[CH2:26][CH2:25][CH2:24][CH2:23]2)(=[O:8])=[O:9])[CH:2]=[CH:3][CH:4]=[CH:5][CH:6]=1. The catalyst class is: 24.